This data is from Reaction yield outcomes from USPTO patents with 853,638 reactions. The task is: Predict the reaction yield, written as a fraction of the theoretical maximum amount of product (1.0 means a 100% yield; for example, 0.34 means a 34% yield). (1) The reactants are [CH2:1]([O:3][C:4]([C:6]1[CH:7]=[N:8][C:9]2[C:14]([C:15]=1Cl)=[CH:13][CH:12]=[CH:11][C:10]=2[N+:17]([O-])=O)=[O:5])[CH3:2].[CH3:20][O:21][C:22]1[CH:23]=[C:24]([CH:27]=[CH:28][CH:29]=1)[CH2:25][NH2:26]. No catalyst specified. The product is [CH2:1]([O:3][C:4]([C:6]1[CH:7]=[N:8][C:9]2[C:14]([C:15]=1[NH:26][CH2:25][C:24]1[CH:27]=[CH:28][CH:29]=[C:22]([O:21][CH3:20])[CH:23]=1)=[CH:13][CH:12]=[CH:11][C:10]=2[NH2:17])=[O:5])[CH3:2]. The yield is 0.850. (2) The reactants are C1C=CC(P(C2C=CC=CC=2)C2C=CC=CC=2)=CC=1.I[C:21]1[N:25]([CH2:26][CH:27]([CH3:29])[CH3:28])[CH:24]=[N:23][C:22]=1[C:30]#[N:31].Cl.[NH2:33][C:34]1[CH:39]=[C:38]([C:40]([O:42][CH3:43])=[O:41])[CH:37]=[CH:36][C:35]=1B(O)O.C([O-])([O-])=O.[Na+].[Na+]. The catalyst is COCCOC.CC([O-])=O.CC([O-])=O.[Pd+2]. The product is [NH2:33][C:34]1[CH:39]=[C:38]([C:40]([O:42][CH3:43])=[O:41])[CH:37]=[CH:36][C:35]=1[C:21]1[N:25]([CH2:26][CH:27]([CH3:29])[CH3:28])[CH:24]=[N:23][C:22]=1[C:30]#[N:31]. The yield is 0.890. (3) The reactants are C(OC([NH:8][C:9]1[CH:10]=[C:11]2[C:15](=[CH:16][CH:17]=1)[NH:14][CH:13]=[C:12]2[CH2:18][C:19]([O:21][CH3:22])=[O:20])=O)(C)(C)C.C(O)(C(F)(F)F)=O. No catalyst specified. The product is [NH2:8][C:9]1[CH:10]=[C:11]2[C:15](=[CH:16][CH:17]=1)[NH:14][CH:13]=[C:12]2[CH2:18][C:19]([O:21][CH3:22])=[O:20]. The yield is 0.760. (4) The reactants are [CH3:1][N:2]([CH3:11])[C:3](=O)[C:4]1[CH:9]=[CH:8][CH:7]=[CH:6][CH:5]=1.CO. The catalyst is CC1CCCO1. The product is [CH3:1][N:2]([CH3:11])[CH2:3][C:4]1[CH:9]=[CH:8][CH:7]=[CH:6][CH:5]=1. The yield is 0.963. (5) The reactants are [CH2:1]([O:3][C:4]([C:6]1[CH:7]=[N:8][N:9]([C:11]2[N:15]([CH2:16][O:17][CH2:18][CH2:19][O:20][CH3:21])[C:14]3[CH:22]=[C:23]([S:30][CH2:31][CH3:32])[C:24]([C:26]([F:29])([F:28])[F:27])=[CH:25][C:13]=3[N:12]=2)[CH:10]=1)=[O:5])[CH3:2].CO.[OH:35][O:36][S:37]([O-:39])=O.[K+].S([O-])(O[O-])(=O)=O.[K+].[K+].[CH3:49][CH2:50]OC(C)=O. The catalyst is O. The product is [CH2:1]([O:3][C:4]([C:6]1[CH:7]=[N:8][N:9]([C:11]2[N:15]([CH2:16][O:17][CH2:18][CH2:19][O:20][CH3:21])[C:14]3[CH:22]=[C:23]([S:30]([CH2:31][CH3:32])=[O:35])[C:24]([C:26]([F:29])([F:27])[F:28])=[CH:25][C:13]=3[N:12]=2)[CH:10]=1)=[O:5])[CH3:2].[CH2:1]([O:3][C:4]([C:6]1[CH:7]=[N:8][N:9]([C:11]2[N:15]([CH2:16][O:17][CH2:18][CH2:19][O:20][CH3:21])[C:14]3[CH:22]=[C:23]([S:37]([CH2:49][CH3:50])(=[O:39])=[O:36])[C:24]([C:26]([F:28])([F:29])[F:27])=[CH:25][C:13]=3[N:12]=2)[CH:10]=1)=[O:5])[CH3:2]. The yield is 0.450.